Dataset: Reaction yield outcomes from USPTO patents with 853,638 reactions. Task: Predict the reaction yield, written as a fraction of the theoretical maximum amount of product (1.0 means a 100% yield; for example, 0.34 means a 34% yield). The reactants are [C:1]1([NH:7][C:8]([C:10]2[CH:15]=[CH:14][N:13]3[CH:16]=[C:17]([C:19]([F:22])([F:21])[F:20])[N:18]=[C:12]3[CH:11]=2)=[O:9])[CH:6]=[CH:5][CH:4]=[CH:3][CH:2]=1.Cl[C:24](=[O:30])[C:25]([O:27][CH2:28][CH3:29])=[O:26].C(=O)([O-])O.[Na+]. The catalyst is C1(C)C(C)=CC=CC=1. The product is [O:30]=[C:24]([C:16]1[N:13]2[CH:14]=[CH:15][C:10]([C:8](=[O:9])[NH:7][C:1]3[CH:2]=[CH:3][CH:4]=[CH:5][CH:6]=3)=[CH:11][C:12]2=[N:18][C:17]=1[C:19]([F:22])([F:21])[F:20])[C:25]([O:27][CH2:28][CH3:29])=[O:26]. The yield is 0.430.